This data is from Forward reaction prediction with 1.9M reactions from USPTO patents (1976-2016). The task is: Predict the product of the given reaction. (1) Given the reactants F[P:2](F)([C:17]([F:23])([F:22])[C:18]([F:21])([F:20])[F:19])([C:10]([F:16])([F:15])[C:11]([F:14])([F:13])[F:12])[C:3]([F:9])([F:8])[C:4]([F:7])([F:6])[F:5].C([SiH](CC)CC)C.FC=C, predict the reaction product. The product is: [F:9][C:3]([P:2]([C:10]([F:15])([F:16])[C:11]([F:12])([F:13])[F:14])[C:17]([F:23])([F:22])[C:18]([F:21])([F:20])[F:19])([F:8])[C:4]([F:7])([F:6])[F:5]. (2) Given the reactants COC(C1C=CC(O)=CC=1)=O.C(OC(C1C=CC(O)=CC=1)=O)CC.P([O-])([O-])([O-])=O.CCOCCOCCO.C(N(CC(O)=O)CC(O)=O)CN(CC(O)=O)CC(O)=O.[CH3:59][C:60]1[CH:61]=[C:62]([C:74]([CH3:77])([CH3:76])[CH3:75])[C:63]([OH:73])=[C:64]([CH3:72])[C:65]=1[CH2:66][C:67]1[NH:71][CH2:70][CH2:69][N:68]=1.Cl.[OH-].[Na+], predict the reaction product. The product is: [CH3:59][C:60]1[CH:61]=[C:62]([C:74]([CH3:77])([CH3:76])[CH3:75])[C:63]([OH:73])=[C:64]([CH3:72])[C:65]=1[CH2:66][C:67]1[NH:71][CH2:70][CH2:69][N:68]=1. (3) Given the reactants P(Cl)(Cl)(Cl)=O.[Br:6][C:7]1[CH:8]=[N:9][CH:10]=[C:11]([CH:15]=1)[C:12]([NH2:14])=O, predict the reaction product. The product is: [Br:6][C:7]1[CH:8]=[N:9][CH:10]=[C:11]([C:12]#[N:14])[CH:15]=1. (4) Given the reactants Cl[CH2:2][CH2:3][O:4][C:5]1[CH:10]=[CH:9][C:8]([C:11]([C:23]2[CH:28]=[CH:27][C:26]([OH:29])=[CH:25][CH:24]=2)=[C:12]([C:15]2[CH:20]=[CH:19][N:18]([CH3:21])[C:17](=[O:22])[CH:16]=2)[CH2:13][CH3:14])=[CH:7][CH:6]=1.[CH3:30][NH2:31], predict the reaction product. The product is: [OH:29][C:26]1[CH:27]=[CH:28][C:23](/[C:11](/[C:8]2[CH:9]=[CH:10][C:5]([O:4][CH2:3][CH2:2][NH:31][CH3:30])=[CH:6][CH:7]=2)=[C:12](/[C:15]2[CH:20]=[CH:19][N:18]([CH3:21])[C:17](=[O:22])[CH:16]=2)\[CH2:13][CH3:14])=[CH:24][CH:25]=1. (5) Given the reactants C([O:5][C:6]([CH:8]1[CH:16]2[CH:11]([CH2:12][CH2:13][CH2:14][CH2:15]2)[CH2:10][NH:9]1)=[O:7])(C)(C)C.[C:17](O[C:17]([O:19][C:20]([CH3:23])([CH3:22])[CH3:21])=[O:18])([O:19][C:20]([CH3:23])([CH3:22])[CH3:21])=[O:18], predict the reaction product. The product is: [C:20]([O:19][C:17]([N:9]1[CH2:10][CH:11]2[CH:16]([CH2:15][CH2:14][CH2:13][CH2:12]2)[CH:8]1[C:6]([OH:5])=[O:7])=[O:18])([CH3:23])([CH3:22])[CH3:21]. (6) Given the reactants [N:1]1[C:5]2[CH2:6][CH2:7][CH2:8][CH2:9][C:4]=2[NH:3][CH:2]=1.[H-].[Na+].[Cl:12][CH2:13][C:14]1[N:15]=[CH:16][N:17]([C:19]2[CH:24]=[CH:23][C:22]([Cl:25])=[C:21]([Cl:26])[CH:20]=2)[CH:18]=1, predict the reaction product. The product is: [ClH:12].[Cl:26][C:21]1[CH:20]=[C:19]([N:17]2[CH:18]=[C:14]([CH2:13][N:1]3[C:5]4[CH2:6][CH2:7][CH2:8][CH2:9][C:4]=4[N:3]=[CH:2]3)[N:15]=[CH:16]2)[CH:24]=[CH:23][C:22]=1[Cl:25]. (7) Given the reactants C(OC(C1CC2C(=CC=CC=2)C1[NH:15][C:16](=[O:31])[C:17]1[CH:22]=[CH:21][C:20]([Br:23])=[CH:19][C:18]=1[CH2:24][C:25]1[CH:30]=[CH:29][CH:28]=[CH:27][CH:26]=1)=O)C.[OH-:32].[K+].[CH3:34][CH2:35][OH:36], predict the reaction product. The product is: [CH2:24]([C:18]1[CH:19]=[C:20]([Br:23])[CH:21]=[CH:22][C:17]=1[C:16]([NH:15][C:34]1([C:35]([OH:32])=[O:36])[CH2:24][C:18]2[C:17](=[CH:22][CH:21]=[CH:20][CH:19]=2)[CH2:16]1)=[O:31])[C:25]1[CH:30]=[CH:29][CH:28]=[CH:27][CH:26]=1. (8) Given the reactants Br[C:2]1[C:10]2[C:5](=[CH:6][N:7]=[C:8]([C:11]3[C:16]([CH2:17][CH3:18])=[CH:15][CH:14]=[CH:13][C:12]=3[CH2:19][CH3:20])[CH:9]=2)[N:4]([C:21]2[CH:26]=[CH:25][C:24]([CH:27]([CH3:29])[CH3:28])=[CH:23][CH:22]=2)[CH:3]=1.[CH2:30]([Sn](CCCC)(CCCC)C=C)[CH2:31]CC.[F-].[K+], predict the reaction product. The product is: [CH2:17]([C:16]1[CH:15]=[CH:14][CH:13]=[C:12]([CH2:19][CH3:20])[C:11]=1[C:8]1[CH:9]=[C:10]2[C:2]([CH:30]=[CH2:31])=[CH:3][N:4]([C:21]3[CH:26]=[CH:25][C:24]([CH:27]([CH3:28])[CH3:29])=[CH:23][CH:22]=3)[C:5]2=[CH:6][N:7]=1)[CH3:18].